From a dataset of Reaction yield outcomes from USPTO patents with 853,638 reactions. Predict the reaction yield, written as a fraction of the theoretical maximum amount of product (1.0 means a 100% yield; for example, 0.34 means a 34% yield). (1) The reactants are [F:1][C:2]1[CH:7]=[CH:6][C:5]([F:8])=[CH:4][CH:3]=1.[Cl:9][CH2:10][C:11](Cl)=[O:12].[Cl-].[Al+3].[Cl-].[Cl-].Cl. No catalyst specified. The product is [Cl:9][CH2:10][C:11]([C:6]1[CH:7]=[C:2]([F:1])[CH:3]=[CH:4][C:5]=1[F:8])=[O:12]. The yield is 0.690. (2) The reactants are [Si]([C:8]1[O:9][C:10]2[CH:30]=[C:29]([O:31][CH3:32])[CH:28]=[CH:27][C:11]=2[C:12]=1[C:13](=[O:26])[C:14]1[CH:19]=[C:18]([O:20][CH3:21])[C:17]([O:22][CH3:23])=[C:16]([O:24][CH3:25])[CH:15]=1)(C(C)(C)C)(C)C.[Br:33]Br. The catalyst is ClCCCl. The product is [Br:33][C:8]1[O:9][C:10]2[CH:30]=[C:29]([O:31][CH3:32])[CH:28]=[CH:27][C:11]=2[C:12]=1[C:13](=[O:26])[C:14]1[CH:19]=[C:18]([O:20][CH3:21])[C:17]([O:22][CH3:23])=[C:16]([O:24][CH3:25])[CH:15]=1. The yield is 0.370.